Dataset: Forward reaction prediction with 1.9M reactions from USPTO patents (1976-2016). Task: Predict the product of the given reaction. (1) Given the reactants [CH3:1][C:2]1[N:3]=[C:4]([CH2:7][CH2:8][C:9]#[N:10])[NH:5][CH:6]=1.[CH3:11][C:12]1[CH:21]=[C:20]([CH3:22])[C:19](B2OC(C)(C)C(C)(C)O2)=[CH:18][C:13]=1[C:14]([O:16]C)=O.CC1C=CC(C(OC)=O)=CC=1B1OC(C)(C)C(C)(C)O1.Cl.[F:53][C:54]1([C:58]2[CH:65]=[CH:64][C:61]([C:62]#[N:63])=[CH:60][CH:59]=2)[CH2:57][NH:56][CH2:55]1.Cl.N1CC(C2C=CC(C#N)=CC=2)C1, predict the reaction product. The product is: [C:9]([CH2:8][CH2:7][C:4]1[NH:5][C:6]([C:19]2[C:20]([CH3:22])=[CH:21][C:12]([CH3:11])=[C:13]([CH:18]=2)[C:14]([N:56]2[CH2:55][C:54]([C:58]3[CH:59]=[CH:60][C:61]([C:62]#[N:63])=[CH:64][CH:65]=3)([F:53])[CH2:57]2)=[O:16])=[C:2]([CH3:1])[N:3]=1)#[N:10]. (2) Given the reactants [NH:1]1[CH2:6][CH2:5][S:4][CH2:3][CH2:2]1.Cl[CH2:8][C:9]1[CH:34]=[CH:33][C:12]([C:13]([NH:15][C:16]2[CH:21]=C[C:19]([O:22][C:23](=[O:32])[N:24]([CH3:31])[C:25]3[CH:30]=[CH:29][CH:28]=[CH:27][CH:26]=3)=[CH:18][CH:17]=2)=[O:14])=[CH:11][CH:10]=1.[I-].[Na+].O.C[N:39](C)C=O, predict the reaction product. The product is: [N:1]1([CH2:8][C:9]2[CH:34]=[CH:33][C:12]([C:13]([NH:15][C:16]3[CH:17]=[CH:18][C:19]([O:22][C:23](=[O:32])[N:24]([CH3:31])[C:25]4[CH:30]=[CH:29][CH:28]=[CH:27][CH:26]=4)=[N:39][CH:21]=3)=[O:14])=[CH:11][CH:10]=2)[CH2:6][CH2:5][S:4][CH2:3][CH2:2]1. (3) Given the reactants [C:1]1([CH:7]([C:30]2[CH:35]=[CH:34][CH:33]=[CH:32][CH:31]=2)[N:8]2[C:12]3=[N:13][CH:14]=[CH:15][CH:16]=[C:11]3[C:10](O)([C:17]3[C:26]([OH:27])=[CH:25][C:20]4[O:21][CH2:22][CH2:23][O:24][C:19]=4[CH:18]=3)[C:9]2=[O:29])[CH:6]=[CH:5][CH:4]=[CH:3][CH:2]=1.C([SiH](CC)CC)C.FC(F)(F)C(O)=O, predict the reaction product. The product is: [C:30]1([CH:7]([C:1]2[CH:2]=[CH:3][CH:4]=[CH:5][CH:6]=2)[N:8]2[C:12]3=[N:13][CH:14]=[CH:15][CH:16]=[C:11]3[CH:10]([C:17]3[C:26]([OH:27])=[CH:25][C:20]4[O:21][CH2:22][CH2:23][O:24][C:19]=4[CH:18]=3)[C:9]2=[O:29])[CH:31]=[CH:32][CH:33]=[CH:34][CH:35]=1. (4) Given the reactants [CH2:1]([O:3][C:4]([C:6]1([C:12]([O:14]CC)=[O:13])[CH2:10][CH2:9][CH:8]([OH:11])[CH2:7]1)=[O:5])[CH3:2].[OH-].[Na+], predict the reaction product. The product is: [CH2:1]([O:3][C:4]([C:6]1([C:12]([OH:14])=[O:13])[CH2:10][CH2:9][CH:8]([OH:11])[CH2:7]1)=[O:5])[CH3:2].